Task: Predict the reactants needed to synthesize the given product.. Dataset: Full USPTO retrosynthesis dataset with 1.9M reactions from patents (1976-2016) (1) Given the product [F:13][C:10]1[CH:11]=[CH:12][C:7]([N:6]2[C:2]([B:24]([OH:29])[OH:25])=[CH:3][C:4]([C:15]([F:18])([F:17])[F:16])=[N:5]2)=[C:8]([CH3:14])[CH:9]=1, predict the reactants needed to synthesize it. The reactants are: Br[C:2]1[N:6]([C:7]2[CH:12]=[CH:11][C:10]([F:13])=[CH:9][C:8]=2[CH3:14])[N:5]=[C:4]([C:15]([F:18])([F:17])[F:16])[CH:3]=1.C([Li])CCC.[B:24](OC(C)C)([O:29]C(C)C)[O:25]C(C)C. (2) The reactants are: [C:1](Cl)(=O)CCCCC.C(=O)C.[C:12]([O:25][CH2:26][Cl:27])(=[O:24])[CH2:13][CH2:14][CH2:15][CH2:16][CH2:17]CCCCCC. Given the product [C:12]([O:25][CH:26]([Cl:27])[CH3:1])(=[O:24])[CH2:13][CH2:14][CH2:15][CH2:16][CH3:17], predict the reactants needed to synthesize it. (3) Given the product [C:29]([C:2]1[CH:3]=[CH:4][C:5]([O:8][C:9]2[CH:10]=[C:11]([CH:20]=[C:21]([O:8][CH:9]([CH3:10])[CH3:22])[CH:22]=2)[C:12]([NH:14][C:15]2[S:16][CH:17]=[CH:18][N:19]=2)=[O:13])=[N:6][CH:7]=1)#[N:30], predict the reactants needed to synthesize it. The reactants are: Br[C:2]1[CH:3]=[CH:4][C:5]([O:8][C:9]2[CH:10]=[C:11]([CH:20]=[C:21](C(C)C)[CH:22]=2)[C:12]([NH:14][C:15]2[S:16][CH:17]=[CH:18][N:19]=2)=[O:13])=[N:6][CH:7]=1.[Cu]([C:29]#[N:30])C#N. (4) The reactants are: C(OC(=O)[NH:7][C:8]1[CH:13]=[C:12]([CH3:14])[C:11]([CH2:15][NH:16][C:17]([C:19]2[N:20]=[N:21][N:22]([CH2:24][C:25]3[CH:30]=[CH:29][C:28]([CH2:31][N:32]4[C:36]([CH3:37])=[CH:35][CH:34]=[N:33]4)=[CH:27][CH:26]=3)[CH:23]=2)=[O:18])=[C:10]([CH3:38])[N:9]=1)(C)(C)C.C(O)(C(F)(F)F)=O. Given the product [NH2:7][C:8]1[N:9]=[C:10]([CH3:38])[C:11]([CH2:15][NH:16][C:17]([C:19]2[N:20]=[N:21][N:22]([CH2:24][C:25]3[CH:30]=[CH:29][C:28]([CH2:31][N:32]4[C:36]([CH3:37])=[CH:35][CH:34]=[N:33]4)=[CH:27][CH:26]=3)[CH:23]=2)=[O:18])=[C:12]([CH3:14])[CH:13]=1, predict the reactants needed to synthesize it. (5) The reactants are: [H-].[Na+].[NH2:3][C:4]1[CH:9]=[N:8][C:7]([Sn:10]([CH2:19][CH2:20][CH2:21][CH3:22])([CH2:15][CH2:16][CH2:17][CH3:18])[CH2:11][CH2:12][CH2:13][CH3:14])=[CH:6][N:5]=1.[CH3:23][S:24](Cl)(=[O:26])=[O:25]. Given the product [CH3:23][S:24]([NH:3][C:4]1[CH:9]=[N:8][C:7]([Sn:10]([CH2:15][CH2:16][CH2:17][CH3:18])([CH2:19][CH2:20][CH2:21][CH3:22])[CH2:11][CH2:12][CH2:13][CH3:14])=[CH:6][N:5]=1)(=[O:26])=[O:25], predict the reactants needed to synthesize it. (6) Given the product [NH2:1][C:4]1[CH:5]=[C:6]([C:10]2[C:11]3[C:18]([C:19]([O:21][CH2:22][CH3:23])=[O:20])=[CH:17][NH:16][C:12]=3[N:13]=[CH:14][N:15]=2)[CH:7]=[CH:8][CH:9]=1, predict the reactants needed to synthesize it. The reactants are: [N+:1]([C:4]1[CH:5]=[C:6]([C:10]2[C:11]3[C:18]([C:19]([O:21][CH2:22][CH3:23])=[O:20])=[CH:17][NH:16][C:12]=3[N:13]=[CH:14][N:15]=2)[CH:7]=[CH:8][CH:9]=1)([O-])=O.